Predict the product of the given reaction. From a dataset of Forward reaction prediction with 1.9M reactions from USPTO patents (1976-2016). Given the reactants [CH3:1][O:2][C:3]1[N:8]=[CH:7][C:6]([N:9]2[C:13]([C:14]3[CH:19]=[CH:18][CH:17]=[CH:16][CH:15]=3)=[CH:12][C:11]([CH2:20][OH:21])=[N:10]2)=[CH:5][CH:4]=1.C(N(CC)CC)C.[CH3:29][S:30](Cl)(=[O:32])=[O:31], predict the reaction product. The product is: [CH3:29][S:30]([O:21][CH2:20][C:11]1[CH:12]=[C:13]([C:14]2[CH:19]=[CH:18][CH:17]=[CH:16][CH:15]=2)[N:9]([C:6]2[CH:7]=[N:8][C:3]([O:2][CH3:1])=[CH:4][CH:5]=2)[N:10]=1)(=[O:32])=[O:31].